Dataset: KCNQ2 potassium channel screen with 302,405 compounds. Task: Binary Classification. Given a drug SMILES string, predict its activity (active/inactive) in a high-throughput screening assay against a specified biological target. (1) The drug is O(c1cc(C(=O)NC(C(=O)NCc2occc2)C)cc(OC)c1OC)C. The result is 0 (inactive). (2) The drug is S=C(Nc1ccc(cc1)C(OC)=O)Nc1nc(ccc1)C. The result is 0 (inactive). (3) The drug is Clc1ccc(C2C(n3ncnc3)C(=O)CC(=O)C2)cc1. The result is 0 (inactive). (4) The molecule is O=C1C=2C(C(=C(NC2CCC1)C)C(OCCC)=O)c1c(OC)ccc(OC)c1. The result is 0 (inactive).